This data is from Peptide-MHC class I binding affinity with 185,985 pairs from IEDB/IMGT. The task is: Regression. Given a peptide amino acid sequence and an MHC pseudo amino acid sequence, predict their binding affinity value. This is MHC class I binding data. (1) The peptide sequence is LLIVSGIFPY. The MHC is HLA-A26:01 with pseudo-sequence HLA-A26:01. The binding affinity (normalized) is 0.138. (2) The MHC is Mamu-B17 with pseudo-sequence Mamu-B17. The peptide sequence is REKLAYRKQNM. The binding affinity (normalized) is 0. (3) The peptide sequence is NLTEEMAAL. The MHC is HLA-A02:12 with pseudo-sequence HLA-A02:12. The binding affinity (normalized) is 0.820. (4) The peptide sequence is TRKIRSEEL. The MHC is HLA-A02:16 with pseudo-sequence HLA-A02:16. The binding affinity (normalized) is 0.0847. (5) The peptide sequence is FMLMPKQKV. The MHC is HLA-A24:02 with pseudo-sequence HLA-A24:02. The binding affinity (normalized) is 0. (6) The peptide sequence is CLTVPNITI. The MHC is HLA-A68:02 with pseudo-sequence HLA-A68:02. The binding affinity (normalized) is 0.169.